This data is from TCR-epitope binding with 47,182 pairs between 192 epitopes and 23,139 TCRs. The task is: Binary Classification. Given a T-cell receptor sequence (or CDR3 region) and an epitope sequence, predict whether binding occurs between them. (1) The epitope is CINGVCWTV. The TCR CDR3 sequence is CASSQAQSGTAPYEQYF. Result: 1 (the TCR binds to the epitope). (2) The epitope is WICLLQFAY. The TCR CDR3 sequence is CASSPRYAGELFF. Result: 1 (the TCR binds to the epitope). (3) The epitope is GTITVEELK. The TCR CDR3 sequence is CASSLEPGTSRYNEQFF. Result: 0 (the TCR does not bind to the epitope). (4) The epitope is RQLLFVVEV. The TCR CDR3 sequence is CASSSTTPRGTEAFF. Result: 1 (the TCR binds to the epitope). (5) The TCR CDR3 sequence is CASSLVGQPQHF. Result: 1 (the TCR binds to the epitope). The epitope is LPPAYTNSF. (6) The epitope is KLGGALQAK. The TCR CDR3 sequence is CASSGTVMNTEAFF. Result: 1 (the TCR binds to the epitope). (7) The epitope is FLNGSCGSV. The TCR CDR3 sequence is CSVEGVEWVGTDTQYF. Result: 0 (the TCR does not bind to the epitope). (8) The epitope is DPFRLLQNSQVFS. The TCR CDR3 sequence is CASRPGGGSADTQYF. Result: 0 (the TCR does not bind to the epitope). (9) The epitope is IPSINVHHY. The TCR CDR3 sequence is CASSRRQGAMRETQYF. Result: 0 (the TCR does not bind to the epitope).